Dataset: Full USPTO retrosynthesis dataset with 1.9M reactions from patents (1976-2016). Task: Predict the reactants needed to synthesize the given product. Given the product [Cl:1][C:2]1[CH:3]=[CH:4][C:5]([C:8]2[O:9][C:10]3[C:11](=[C:13]([C:17]([OH:19])=[O:18])[CH:14]=[CH:15][CH:16]=3)[N:12]=2)=[CH:6][CH:7]=1, predict the reactants needed to synthesize it. The reactants are: [Cl:1][C:2]1[CH:7]=[CH:6][C:5]([C:8]2[O:9][C:10]3[C:11](=[C:13]([C:17]([O:19]C)=[O:18])[CH:14]=[CH:15][CH:16]=3)[N:12]=2)=[CH:4][CH:3]=1.C1COCC1.[OH-].[Li+].Cl.